Dataset: Full USPTO retrosynthesis dataset with 1.9M reactions from patents (1976-2016). Task: Predict the reactants needed to synthesize the given product. (1) Given the product [N:1]1([C:11]([C:13]2[CH:17]=[C:16]([CH:18]3[CH2:19][CH2:20][N:21]([C:34](=[O:38])[CH2:25][CH2:24][N:26]4[CH2:29][CH2:30][CH2:56][CH2:28][CH2:27]4)[CH2:22][CH2:23]3)[S:15][CH:14]=2)=[O:12])[C@@H:10]2[C@@H:5]([CH2:6][CH2:7][CH2:8][CH2:9]2)[CH2:4][CH2:3][CH2:2]1, predict the reactants needed to synthesize it. The reactants are: [N:1]1([C:11]([C:13]2[CH:17]=[C:16]([CH:18]3[CH2:23][CH2:22][NH:21][CH2:20][CH2:19]3)[S:15][CH:14]=2)=[O:12])[C@@H:10]2[C@@H:5]([CH2:6][CH2:7][CH2:8][CH2:9]2)[CH2:4][CH2:3][CH2:2]1.[CH2:24]([N:26]([CH2:29][CH3:30])[CH2:27][CH3:28])[CH3:25].CN([C:34]([O:38]N1N=NC2C=CC=NC1=2)=[N+](C)C)C.F[P-](F)(F)(F)(F)F.O.[C:56](#N)C. (2) Given the product [C:39]([NH:1][C:2]1[CH:3]=[C:4]([S:8]([N:11]2[C@@H:16]([CH3:17])[CH2:15][N:14]([CH2:18][C:19]([NH:21][C:22]3[CH:27]=[CH:26][CH:25]=[CH:24][C:23]=3[CH3:28])=[O:20])[CH2:13][C@H:12]2[CH3:29])(=[O:9])=[O:10])[CH:5]=[CH:6][CH:7]=1)(=[O:41])[CH3:40], predict the reactants needed to synthesize it. The reactants are: [NH2:1][C:2]1[CH:3]=[C:4]([S:8]([N:11]2[C@@H:16]([CH3:17])[CH2:15][N:14]([CH2:18][C:19]([NH:21][C:22]3[CH:27]=[CH:26][CH:25]=[CH:24][C:23]=3[CH3:28])=[O:20])[CH2:13][C@H:12]2[CH3:29])(=[O:10])=[O:9])[CH:5]=[CH:6][CH:7]=1.C(N(CC)C(C)C)(C)C.[C:39](Cl)(=[O:41])[CH3:40]. (3) Given the product [CH2:1]([O:3][C:4]1[CH:5]=[CH:6][C:7]([C:10]#[CH:11])=[N:8][CH:9]=1)[CH3:2], predict the reactants needed to synthesize it. The reactants are: [CH2:1]([O:3][C:4]1[CH:5]=[CH:6][C:7]([C:10]#[C:11][Si](C)(C)C)=[N:8][CH:9]=1)[CH3:2].[OH-].[Na+]. (4) Given the product [C:9]1(=[N:13]/[OH:14])\[CH2:11][CH2:1][CH2:2][C:3]2[C:8]\1=[CH:7][CH:6]=[CH:5][CH:4]=2, predict the reactants needed to synthesize it. The reactants are: [CH2:1]1[CH2:11][C:9](=O)[C:8]2[C:3](=[CH:4][CH:5]=[CH:6][CH:7]=2)[CH2:2]1.Cl.[NH2:13][OH:14].O.C(=O)([O-])[O-].[Na+].[Na+]. (5) Given the product [Cl:1][C:2]1[N:7]=[C:6]([NH:8][CH3:9])[C:5]([NH2:10])=[CH:4][CH:3]=1, predict the reactants needed to synthesize it. The reactants are: [Cl:1][C:2]1[N:7]=[C:6]([NH:8][CH3:9])[C:5]([N+:10]([O-])=O)=[CH:4][CH:3]=1. (6) Given the product [C:34]([O:33][C:31]([N:28]1[CH2:27][CH2:26][N:25]([CH2:24][C:23]2[CH:38]=[CH:39][C:20]([NH:19][C:11]3[N:10]=[C:9]([CH2:8][CH2:7][C:6]4[CH:40]=[CH:41][CH:42]=[CH:43][C:5]=4[CH2:4][C:3]([O-:44])=[O:2])[C:14]([C:15]([F:16])([F:17])[F:18])=[CH:13][N:12]=3)=[CH:21][CH:22]=2)[CH2:30][CH2:29]1)=[O:32])([CH3:37])([CH3:35])[CH3:36].[Li+:47], predict the reactants needed to synthesize it. The reactants are: C[O:2][C:3](=[O:44])[CH2:4][C:5]1[CH:43]=[CH:42][CH:41]=[CH:40][C:6]=1[CH2:7][CH2:8][C:9]1[C:14]([C:15]([F:18])([F:17])[F:16])=[CH:13][N:12]=[C:11]([NH:19][C:20]2[CH:39]=[CH:38][C:23]([CH2:24][N:25]3[CH2:30][CH2:29][N:28]([C:31]([O:33][C:34]([CH3:37])([CH3:36])[CH3:35])=[O:32])[CH2:27][CH2:26]3)=[CH:22][CH:21]=2)[N:10]=1.O.[OH-].[Li+:47]. (7) The reactants are: [C:1](=[O:19])([O:7][C:8]1[CH:13]=[CH:12][C:11]([C:14]([CH3:17])([CH3:16])[CH3:15])=[C:10]([OH:18])[CH:9]=1)[O:2][C:3]([CH3:6])([CH3:5])[CH3:4].[CH2:20](O)[CH2:21][CH2:22][CH3:23].C1(P(C2C=CC=CC=2)C2C=CC=CC=2)C=CC=CC=1.N(C(OCC)=O)=NC(OCC)=O. Given the product [C:1](=[O:19])([O:2][C:3]([CH3:6])([CH3:5])[CH3:4])[O:7][C:8]1[CH:13]=[CH:12][C:11]([C:14]([CH3:17])([CH3:16])[CH3:15])=[C:10]([O:18][CH2:20][CH2:21][CH2:22][CH3:23])[CH:9]=1, predict the reactants needed to synthesize it. (8) Given the product [CH2:61]([C:68]1[C:69]([Cl:119])=[C:70]2[C:71]([CH2:117][CH2:116][CH2:115][O:114]2)=[C:72]([C@H:74]2[C@H:79]([O:80][CH2:81][C:82]3[CH:83]=[CH:84][CH:85]=[CH:86][CH:87]=3)[C@@H:78]([O:88][CH2:89][C:90]3[CH:95]=[CH:94][CH:93]=[CH:92][CH:91]=3)[C@H:77]([O:96][CH2:97][C:98]3[CH:99]=[CH:100][CH:101]=[CH:102][CH:103]=3)[C@@H:76]([CH2:104][O:105][CH2:106][C:107]3[CH:112]=[CH:111][CH:110]=[CH:109][CH:108]=3)[O:75]2)[CH:73]=1)[C:62]1[CH:63]=[CH:64][CH:65]=[CH:66][CH:67]=1, predict the reactants needed to synthesize it. The reactants are: ClC1C(CC2C=CC(OCC)=CC=2)=CC([C@H]2[C@H](OCC3C=CC=CC=3)[C@@H](OCC3C=CC=CC=3)[C@H](OCC3C=CC=CC=3)[C@@H](COCC3C=CC=CC=3)O2)=C2C=1CCCO2.[CH2:61]([C:68]1[C:69]([Cl:119])=[C:70]([O:114][CH2:115][CH2:116][CH2:117]Cl)[C:71](Br)=[C:72]([C@H:74]2[C@H:79]([O:80][CH2:81][C:82]3[CH:87]=[CH:86][CH:85]=[CH:84][CH:83]=3)[C@@H:78]([O:88][CH2:89][C:90]3[CH:95]=[CH:94][CH:93]=[CH:92][CH:91]=3)[C@H:77]([O:96][CH2:97][C:98]3[CH:103]=[CH:102][CH:101]=[CH:100][CH:99]=3)[C@@H:76]([CH2:104][O:105][CH2:106][C:107]3[CH:112]=[CH:111][CH:110]=[CH:109][CH:108]=3)[O:75]2)[CH:73]=1)[C:62]1[CH:67]=[CH:66][CH:65]=[CH:64][CH:63]=1. (9) Given the product [F:35][C:36]1[CH:41]=[CH:40][C:39]([O:42][C:44]2[CH:49]=[CH:48][C:47]([C:50]3[C:59]4[C:54](=[CH:55][C:56]([S:60]([NH:63][C:64]5[CH:69]=[CH:68][N:67]=[CH:66][N:65]=5)(=[O:61])=[O:62])=[CH:57][CH:58]=4)[CH:53]=[CH:52][N:51]=3)=[C:46]([O:70][CH3:71])[CH:45]=2)=[CH:38][CH:37]=1, predict the reactants needed to synthesize it. The reactants are: C(P(C(C)(C)C)C1C(C)=C(C)C(C)=C(C)C=1C1C(C(C)C)=CC(C(C)C)=CC=1C(C)C)(C)(C)C.[F:35][C:36]1[CH:41]=[CH:40][C:39]([OH:42])=[CH:38][CH:37]=1.Cl[C:44]1[CH:49]=[CH:48][C:47]([C:50]2[C:59]3[C:54](=[CH:55][C:56]([S:60]([NH:63][C:64]4[CH:69]=[CH:68][N:67]=[CH:66][N:65]=4)(=[O:62])=[O:61])=[CH:57][CH:58]=3)[CH:53]=[CH:52][N:51]=2)=[C:46]([O:70][CH3:71])[CH:45]=1.P([O-])([O-])([O-])=O.[K+].[K+].[K+].Cl.